Task: Predict the reactants needed to synthesize the given product.. Dataset: Full USPTO retrosynthesis dataset with 1.9M reactions from patents (1976-2016) Given the product [CH2:27]([O:34][C:35]1[CH:40]=[N:39][N:38]([CH2:43][C:44]([C:46]2[CH:51]=[CH:50][C:49]([CH:52]([OH:54])[CH3:53])=[CH:48][CH:47]=2)=[O:45])[C:37](=[O:41])[CH:36]=1)[C:28]1[CH:33]=[CH:32][CH:31]=[CH:30][CH:29]=1, predict the reactants needed to synthesize it. The reactants are: C(OC1C=CN(CC(C2C=CC(CO)=CC=2)=O)C(=O)C=1)C1C=CC=CC=1.[CH2:27]([O:34][C:35]1[CH:40]=[N:39][NH:38][C:37](=[O:41])[CH:36]=1)[C:28]1[CH:33]=[CH:32][CH:31]=[CH:30][CH:29]=1.Br[CH2:43][C:44]([C:46]1[CH:51]=[CH:50][C:49]([CH:52]([OH:54])[CH3:53])=[CH:48][CH:47]=1)=[O:45].